From a dataset of Retrosynthesis with 50K atom-mapped reactions and 10 reaction types from USPTO. Predict the reactants needed to synthesize the given product. (1) Given the product CC(C)C(CBr)C(=O)O, predict the reactants needed to synthesize it. The reactants are: Br.C=C(C(=O)O)C(C)C. (2) Given the product N#CCCCCc1ccc2c(C(=O)NCC3CCCCC3)c(Cl)ccc2n1, predict the reactants needed to synthesize it. The reactants are: N#CCCCC[Zn]Br.O=C(NCC1CCCCC1)c1c(Cl)ccc2nc(Cl)ccc12. (3) Given the product COC(=O)C1Cc2ccc([N+](=O)[O-])cc2N1C(=O)c1cc(OC)c(OCc2ccccc2)cc1[N+](=O)[O-], predict the reactants needed to synthesize it. The reactants are: COC(=O)C1Cc2ccc([N+](=O)[O-])cc2N1.COc1cc(C(=O)Cl)c([N+](=O)[O-])cc1OCc1ccccc1. (4) Given the product Cc1ccc(C(=O)N(C)c2ccc(Cc3nc4c([nH]3)c(=O)n(Cc3ccccc3F)c(=O)n4CC3CC3)cc2)cn1, predict the reactants needed to synthesize it. The reactants are: CNc1ccc(Cc2nc3c([nH]2)c(=O)n(Cc2ccccc2F)c(=O)n3CC2CC2)cc1.Cc1ccc(C(=O)O)cn1.